Dataset: Forward reaction prediction with 1.9M reactions from USPTO patents (1976-2016). Task: Predict the product of the given reaction. (1) Given the reactants [NH:1]1[C:6]2[CH:7]=[CH:8][CH:9]=[CH:10][C:5]=2[S:4][CH2:3][S:2]1(=[O:12])=[O:11].C([Li])CCC.Br[CH2:19][CH2:20][CH2:21][Cl:22], predict the reaction product. The product is: [Cl:22][CH2:21][CH2:20][CH2:19][CH:3]1[S:4][C:5]2[CH:10]=[CH:9][CH:8]=[CH:7][C:6]=2[NH:1][S:2]1(=[O:11])=[O:12]. (2) Given the reactants C(OC(=O)[NH:10][CH2:11][C:12]([NH:14][CH2:15][C@@H:16]([NH:28][C:29]([O:31][C:32]([CH3:35])([CH3:34])[CH3:33])=[O:30])[CH2:17][CH2:18][CH2:19][NH:20][C:21]([O:23][C:24]([CH3:27])([CH3:26])[CH3:25])=[O:22])=[O:13])C1C=CC=CC=1, predict the reaction product. The product is: [C:24]([O:23][C:21](=[O:22])[NH:20][CH2:19][CH2:18][CH2:17][C@H:16]([NH:28][C:29]([O:31][C:32]([CH3:35])([CH3:34])[CH3:33])=[O:30])[CH2:15][NH:14][C:12](=[O:13])[CH2:11][NH2:10])([CH3:27])([CH3:26])[CH3:25].